From a dataset of Forward reaction prediction with 1.9M reactions from USPTO patents (1976-2016). Predict the product of the given reaction. (1) The product is: [Br:31][CH2:21][C:22]1[CH:27]=[CH:26][C:25]([CH2:28][C:29]#[N:30])=[CH:24][CH:23]=1. Given the reactants [N+](C1C=CC=C2C(NC(=O)C=12)=O)([O-])=O.C(=O)([O-])[O-].[K+].[K+].[CH3:21][C:22]1[CH:27]=[CH:26][C:25]([CH2:28][C:29]#[N:30])=[CH:24][CH:23]=1.[Br:31]N1C(=O)CCC1=O.N(C(C)(C)C#N)=NC(C)(C)C#N, predict the reaction product. (2) Given the reactants Br[C:2]1[C:10]2[C:5](=[CH:6][CH:7]=[C:8]([C:11]([O:13][CH2:14][CH3:15])=[O:12])[CH:9]=2)[N:4]([CH:16]2[CH2:21][CH2:20][CH2:19][CH2:18][O:17]2)[N:3]=1.[O:22]1[C:26]2[CH:27]=[CH:28][CH:29]=[CH:30][C:25]=2[CH:24]=[C:23]1B(O)O.ClCCl.P([O-])([O-])([O-])=O.[K+].[K+].[K+], predict the reaction product. The product is: [O:22]1[C:26]2[CH:27]=[CH:28][CH:29]=[CH:30][C:25]=2[CH:24]=[C:23]1[C:2]1[C:10]2[C:5](=[CH:6][CH:7]=[C:8]([C:11]([O:13][CH2:14][CH3:15])=[O:12])[CH:9]=2)[N:4]([CH:16]2[CH2:21][CH2:20][CH2:19][CH2:18][O:17]2)[N:3]=1. (3) Given the reactants [Si:1]([O:8][C@@H:9]([C@H:11]1[C:14](=[O:15])[NH:13][C@@H:12]1[CH2:16][C:17]([C:19]1[CH:20]=[C:21]([CH:29]=[CH:30][CH:31]=1)[C:22]([O:24][C:25]([CH3:28])([CH3:27])[CH3:26])=[O:23])=[O:18])[CH3:10])([C:4]([CH3:7])([CH3:6])[CH3:5])([CH3:3])[CH3:2].C(N(CC)CC)C.[C:39]([O:45][CH2:46][O:47][C:48](=[O:52])[C:49](Cl)=[O:50])(=[O:44])[C:40]([CH3:43])([CH3:42])[CH3:41], predict the reaction product. The product is: [Si:1]([O:8][C@@H:9]([C@H:11]1[C:14](=[O:15])[N:13]([C:49](=[O:50])[C:48]([O:47][CH2:46][O:45][C:39](=[O:44])[C:40]([CH3:41])([CH3:42])[CH3:43])=[O:52])[C@@H:12]1[CH2:16][C:17]([C:19]1[CH:20]=[C:21]([CH:29]=[CH:30][CH:31]=1)[C:22]([O:24][C:25]([CH3:28])([CH3:27])[CH3:26])=[O:23])=[O:18])[CH3:10])([C:4]([CH3:7])([CH3:5])[CH3:6])([CH3:3])[CH3:2].